Dataset: NCI-60 drug combinations with 297,098 pairs across 59 cell lines. Task: Regression. Given two drug SMILES strings and cell line genomic features, predict the synergy score measuring deviation from expected non-interaction effect. (1) Drug 1: CC12CCC3C(C1CCC2=O)CC(=C)C4=CC(=O)C=CC34C. Drug 2: C1CNP(=O)(OC1)N(CCCl)CCCl. Cell line: SNB-75. Synergy scores: CSS=31.5, Synergy_ZIP=-8.46, Synergy_Bliss=-2.11, Synergy_Loewe=-9.51, Synergy_HSA=-0.674. (2) Drug 1: C1=C(C(=O)NC(=O)N1)N(CCCl)CCCl. Synergy scores: CSS=-2.18, Synergy_ZIP=-2.53, Synergy_Bliss=-7.07, Synergy_Loewe=-10.0, Synergy_HSA=-9.62. Drug 2: CC1=C(C(CCC1)(C)C)C=CC(=CC=CC(=CC(=O)O)C)C. Cell line: EKVX. (3) Drug 1: CN(C(=O)NC(C=O)C(C(C(CO)O)O)O)N=O. Drug 2: C1CCC(C(C1)N)N.C(=O)(C(=O)[O-])[O-].[Pt+4]. Cell line: OVCAR-5. Synergy scores: CSS=3.30, Synergy_ZIP=-3.16, Synergy_Bliss=-14.9, Synergy_Loewe=-33.4, Synergy_HSA=-14.0. (4) Drug 1: C1CCC(C1)C(CC#N)N2C=C(C=N2)C3=C4C=CNC4=NC=N3. Drug 2: CCC1(C2=C(COC1=O)C(=O)N3CC4=CC5=C(C=CC(=C5CN(C)C)O)N=C4C3=C2)O.Cl. Cell line: HCT-15. Synergy scores: CSS=21.1, Synergy_ZIP=-4.16, Synergy_Bliss=-2.23, Synergy_Loewe=-24.6, Synergy_HSA=-3.87.